From a dataset of KCNQ2 potassium channel screen with 302,405 compounds. Binary Classification. Given a drug SMILES string, predict its activity (active/inactive) in a high-throughput screening assay against a specified biological target. (1) The drug is Fc1ccc(NC(=O)C(OC(=O)c2cc(n3nnnc3)ccc2)C)cc1. The result is 0 (inactive). (2) The drug is O=C1N(C(=O)N2C1Cc1c([nH]c3c1cccc3)C2c1ccc(OC)cc1)c1c(cccc1)C(=O)NCCN1CCOCC1. The result is 0 (inactive). (3) The molecule is S=C1NC(C2=C(N1)CCCC2=O)c1cc(OC)c(O)cc1. The result is 0 (inactive). (4) The molecule is O1c2c(OCC1)ccc(c2)C(=O)Nc1ncc(cc1)C. The result is 0 (inactive). (5) The compound is o1[n+]([O-])c2c(n1)c1c(nnc(c1)C)cc2. The result is 0 (inactive).